This data is from Full USPTO retrosynthesis dataset with 1.9M reactions from patents (1976-2016). The task is: Predict the reactants needed to synthesize the given product. (1) The reactants are: [S:1]1[CH:5]=[CH:4][CH:3]=[C:2]1[CH2:6][C:7]([O:9][CH3:10])=[O:8].[C:11](Cl)(=[O:13])[CH3:12].Cl[Sn](Cl)(Cl)Cl.Cl. Given the product [C:11]([C:5]1[S:1][C:2]([CH2:6][C:7]([O:9][CH3:10])=[O:8])=[CH:3][CH:4]=1)(=[O:13])[CH3:12], predict the reactants needed to synthesize it. (2) Given the product [CH:12]([C:14]1[CH:19]=[C:18]([C:2]2[CH:3]=[C:4]([CH:7]=[C:8]([O:10][CH3:11])[N:9]=2)[C:5]#[N:6])[CH:17]=[CH:16][CH:15]=1)=[O:13], predict the reactants needed to synthesize it. The reactants are: Cl[C:2]1[CH:3]=[C:4]([CH:7]=[C:8]([O:10][CH3:11])[N:9]=1)[C:5]#[N:6].[CH:12]([C:14]1[CH:15]=[C:16](B(O)O)[CH:17]=[CH:18][CH:19]=1)=[O:13]. (3) Given the product [CH2:1]([O:39][C:34]1[CH:35]=[CH:36][CH:37]=[CH:38][C:33]=1[C@@H:31]1[O:32][C@:28]2([CH2:27][O:26][C:11]([C:20]3[CH:25]=[CH:24][CH:23]=[CH:22][CH:21]=3)([C:10]3[CH:9]=[CH:8][C:7]([O:6][CH3:5])=[CH:44][CH:43]=3)[C:12]3[CH:17]=[CH:16][C:15]([O:18][CH3:19])=[CH:14][CH:13]=3)[C@@H:29]([OH:42])[C@H:30]1[O:40][CH2:41]2)[CH:2]=[CH2:3], predict the reactants needed to synthesize it. The reactants are: [CH2:1](Br)[CH:2]=[CH2:3].[CH3:5][O:6][C:7]1[CH:44]=[CH:43][C:10]([C:11]([O:26][CH2:27][C@@:28]23[CH2:41][O:40][C@@H:30]([C@H:31]([C:33]4[CH:38]=[CH:37][CH:36]=[CH:35][C:34]=4[OH:39])[O:32]2)[C@@H:29]3[OH:42])([C:20]2[CH:25]=[CH:24][CH:23]=[CH:22][CH:21]=2)[C:12]2[CH:17]=[CH:16][C:15]([O:18][CH3:19])=[CH:14][CH:13]=2)=[CH:9][CH:8]=1.C(=O)([O-])[O-].[K+].[K+]. (4) Given the product [I:1][C:2]1[CH:3]=[C:4]2[C:9](=[CH:10][CH:11]=1)[C:8](=[O:12])[NH:7][C:6](=[O:13])/[C:5]/2=[CH:14]\[NH:15][C:16]1[CH:17]=[CH:18][C:19]([N:22]2[CH2:23][CH2:24][N:25]([CH2:42][CH2:43][CH3:44])[CH2:26][CH2:27]2)=[CH:20][CH:21]=1, predict the reactants needed to synthesize it. The reactants are: [I:1][C:2]1[CH:3]=[C:4]2[C:9](=[CH:10][CH:11]=1)[C:8](=[O:12])[NH:7][C:6](=[O:13])/[C:5]/2=[CH:14]\[NH:15][C:16]1[CH:21]=[CH:20][C:19]([N:22]2[CH2:27][CH2:26][NH:25][CH2:24][CH2:23]2)=[CH:18][CH:17]=1.C(O[BH-](OC(=O)C)OC(=O)C)(=O)C.[Na+].[CH:42](=O)[CH2:43][CH3:44].C(O)(=O)C.C(=O)(O)[O-].[Na+].